Dataset: Forward reaction prediction with 1.9M reactions from USPTO patents (1976-2016). Task: Predict the product of the given reaction. Given the reactants Br[C:2]1[CH:7]=[CH:6][C:5]([CH:8]([CH3:27])[C:9]([C:15]2[CH:16]=[CH:17][C:18]3[O:23][CH2:22][C:21](=[O:24])[N:20]([CH3:25])[C:19]=3[CH:26]=2)([OH:14])[C:10]([F:13])([F:12])[F:11])=[C:4]([Cl:28])[CH:3]=1.[Cl:29][C:30]1[CH:31]=[C:32](B(O)O)[CH:33]=[CH:34][C:35]=1[C:36]([O:38][CH3:39])=[O:37], predict the reaction product. The product is: [CH3:39][O:38][C:36]([C:35]1[CH:34]=[CH:33][C:32]([C:2]2[CH:7]=[CH:6][C:5]([CH:8]([CH3:27])[C:9]([OH:14])([C:15]3[CH:16]=[CH:17][C:18]4[O:23][CH2:22][C:21](=[O:24])[N:20]([CH3:25])[C:19]=4[CH:26]=3)[C:10]([F:11])([F:13])[F:12])=[C:4]([Cl:28])[CH:3]=2)=[CH:31][C:30]=1[Cl:29])=[O:37].